Dataset: Full USPTO retrosynthesis dataset with 1.9M reactions from patents (1976-2016). Task: Predict the reactants needed to synthesize the given product. (1) Given the product [C:1]([C:3]([C:15]1[CH:20]=[CH:19][CH:18]=[CH:17][CH:16]=1)([C:9]1[CH:14]=[CH:13][CH:12]=[CH:11][CH:10]=1)[CH2:4][CH2:5][C:6]([Cl:24])=[O:7])#[N:2], predict the reactants needed to synthesize it. The reactants are: [C:1]([C:3]([C:15]1[CH:20]=[CH:19][CH:18]=[CH:17][CH:16]=1)([C:9]1[CH:14]=[CH:13][CH:12]=[CH:11][CH:10]=1)[CH2:4][CH2:5][C:6](O)=[O:7])#[N:2].C(Cl)(=O)C([Cl:24])=O. (2) The reactants are: Br[CH2:2][CH2:3][CH2:4][CH2:5][CH2:6][O:7][C:8]1[CH:36]=[CH:35][CH:34]=[CH:33][C:9]=1[CH2:10][CH2:11][N:12]([CH2:22][C:23]1[CH:32]=[CH:31][C:26]([C:27]([O:29][CH3:30])=[O:28])=[CH:25][CH:24]=1)[CH2:13][CH2:14][CH2:15][CH2:16][C:17]([O:19][CH2:20][CH3:21])=[O:18].[C:37]1([N:43]2[CH2:48][CH2:47][NH:46][CH2:45][CH2:44]2)[CH:42]=[CH:41][CH:40]=[CH:39][CH:38]=1.C(N(CC)CC)C. Given the product [CH2:20]([O:19][C:17](=[O:18])[CH2:16][CH2:15][CH2:14][CH2:13][N:12]([CH2:22][C:23]1[CH:32]=[CH:31][C:26]([C:27]([O:29][CH3:30])=[O:28])=[CH:25][CH:24]=1)[CH2:11][CH2:10][C:9]1[CH:33]=[CH:34][CH:35]=[CH:36][C:8]=1[O:7][CH2:6][CH2:5][CH2:4][CH2:3][CH2:2][N:46]1[CH2:47][CH2:48][N:43]([C:37]2[CH:42]=[CH:41][CH:40]=[CH:39][CH:38]=2)[CH2:44][CH2:45]1)[CH3:21], predict the reactants needed to synthesize it. (3) Given the product [Cl:9][C:10]1[CH:15]=[CH:14][C:13]([N+:16]([O-:18])=[O:17])=[CH:12][C:11]=1[I:1], predict the reactants needed to synthesize it. The reactants are: [I:1]N1C(=O)CCC1=O.[Cl:9][C:10]1[CH:15]=[CH:14][C:13]([N+:16]([O-:18])=[O:17])=[CH:12][CH:11]=1. (4) Given the product [OH:26][C:22]1[CH:21]=[C:20]([C:18](=[O:19])[CH2:17][N:4]2[C:5](=[O:14])[C:6]([CH3:13])([CH:7]3[CH2:11][CH2:10][CH2:9][CH:8]3[CH3:12])[N:2]([CH3:1])[C:3]2=[O:15])[CH:25]=[CH:24][CH:23]=1, predict the reactants needed to synthesize it. The reactants are: [CH3:1][N:2]1[C:6]([CH3:13])([CH:7]2[CH2:11][CH2:10][CH2:9][CH:8]2[CH3:12])[C:5](=[O:14])[NH:4][C:3]1=[O:15].Br[CH2:17][C:18]([C:20]1[CH:25]=[CH:24][CH:23]=[C:22]([OH:26])[CH:21]=1)=[O:19]. (5) Given the product [CH3:15][O:16][C:17]1[CH:18]=[C:19]([CH:20]=[C:21]([N+:23]([O-:25])=[O:24])[CH:22]=1)[O:26][CH2:48][CH2:47][O:46][CH2:45][CH2:44][O:43][CH2:42][CH2:41][O:40][CH2:39][CH2:38][O:37][CH2:36][CH2:35][O:34][CH2:33][CH2:32][O:31][CH2:30][CH2:29][O:28][CH3:27], predict the reactants needed to synthesize it. The reactants are: CC(OC(/N=N/C(OC(C)C)=O)=O)C.[CH3:15][O:16][C:17]1[CH:18]=[C:19]([OH:26])[CH:20]=[C:21]([N+:23]([O-:25])=[O:24])[CH:22]=1.[CH3:27][O:28][CH2:29][CH2:30][O:31][CH2:32][CH2:33][O:34][CH2:35][CH2:36][O:37][CH2:38][CH2:39][O:40][CH2:41][CH2:42][O:43][CH2:44][CH2:45][O:46][CH2:47][CH2:48]O.C1C=CC(P(C2C=CC=CC=2)C2C=CC=CC=2)=CC=1. (6) The reactants are: [Na].[Cl:2][C:3]1[C:16]2[C:15](=[O:17])[C:14]3[C:9](=[CH:10][CH:11]=[CH:12][CH:13]=3)[S:8][C:7]=2[C:6]([OH:18])=[CH:5][CH:4]=1.Br[CH2:20][CH2:21][CH2:22][Cl:23]. Given the product [Cl:2][C:3]1[C:16]2[C:15](=[O:17])[C:14]3[C:9](=[CH:10][CH:11]=[CH:12][CH:13]=3)[S:8][C:7]=2[C:6]([O:18][CH2:20][CH2:21][CH2:22][Cl:23])=[CH:5][CH:4]=1, predict the reactants needed to synthesize it. (7) Given the product [N:21]1([CH2:27][CH2:28][N:29]2[CH2:30][CH2:31][CH:32]([NH:35][C:15]([C:12]3[S:11][C:10]4[CH:9]=[CH:8][CH:7]=[C:6]([O:5][CH2:1][CH:2]([CH3:3])[CH3:4])[C:14]=4[CH:13]=3)=[O:17])[CH2:33][CH2:34]2)[CH2:26][CH2:25][CH2:24][CH2:23][CH2:22]1, predict the reactants needed to synthesize it. The reactants are: [CH2:1]([O:5][C:6]1[C:14]2[CH:13]=[C:12]([C:15]([OH:17])=O)[S:11][C:10]=2[CH:9]=[CH:8][CH:7]=1)[CH:2]([CH3:4])[CH3:3].Cl.Cl.Cl.[N:21]1([CH2:27][CH2:28][N:29]2[CH2:34][CH2:33][CH:32]([NH2:35])[CH2:31][CH2:30]2)[CH2:26][CH2:25][CH2:24][CH2:23][CH2:22]1.